Dataset: Forward reaction prediction with 1.9M reactions from USPTO patents (1976-2016). Task: Predict the product of the given reaction. (1) Given the reactants [CH3:1][C:2]1[CH:11]=[CH:10][C:5]([C:6]([O:8][CH3:9])=[O:7])=[CH:4][C:3]=1[C:12]([F:15])([F:14])[F:13].[Br:16]N1C(=O)CCC1=O.C(OOC(=O)C1C=CC=CC=1)(=O)C1C=CC=CC=1, predict the reaction product. The product is: [Br:16][CH2:1][C:2]1[CH:11]=[CH:10][C:5]([C:6]([O:8][CH3:9])=[O:7])=[CH:4][C:3]=1[C:12]([F:13])([F:14])[F:15]. (2) Given the reactants [F:1][C:2]1[CH:3]=[C:4]([N:15]2[CH2:19][CH:18]([CH2:20][NH:21][C:22](=[O:24])[CH3:23])[O:17][C:16]2=[O:25])[CH:5]=[CH:6][C:7]=1[N:8]1[CH:12]=[C:11]([CH2:13]O)[N:10]=[CH:9]1.[CH2:26]([N:28](CC)CC)C.CS(Cl)(=O)=O.[C-]#N.[K+], predict the reaction product. The product is: [C:26]([CH2:13][C:11]1[N:10]=[CH:9][N:8]([C:7]2[CH:6]=[CH:5][C:4]([N:15]3[CH2:19][C@H:18]([CH2:20][NH:21][C:22](=[O:24])[CH3:23])[O:17][C:16]3=[O:25])=[CH:3][C:2]=2[F:1])[CH:12]=1)#[N:28]. (3) Given the reactants [Br:1][C:2]1[CH:7]=[C:6]([CH3:8])[C:5]([C:9]2[C:10](=[O:16])[CH2:11][CH2:12][C:13]=2[O:14][CH3:15])=[C:4]([CH3:17])[CH:3]=1.C[Si]([N-][Si](C)(C)C)(C)C.[Li+].[CH2:28]1[CH:33]([CH:34]=[O:35])[CH2:32][CH2:31][O:30][CH2:29]1, predict the reaction product. The product is: [Br:1][C:2]1[CH:3]=[C:4]([CH3:17])[C:5]([C:9]2[C:10](=[O:16])[CH:11]([CH:34]([OH:35])[CH:33]3[CH2:32][CH2:31][O:30][CH2:29][CH2:28]3)[CH2:12][C:13]=2[O:14][CH3:15])=[C:6]([CH3:8])[CH:7]=1. (4) Given the reactants [CH2:1]([C:5]12[CH2:17][CH2:16][C:15](=[O:18])[C:14]([C:19]3[CH:24]=[CH:23][C:22]([OH:25])=[CH:21][CH:20]=3)=[C:13]1[C:12]1[C:7](=[CH:8][C:9]([O:26][CH3:27])=[CH:10][CH:11]=1)[CH2:6]2)[CH2:2][CH2:3][CH3:4].N1C=CC=CC=1.[F:34][C:35]([F:48])([F:47])[S:36](O[S:36]([C:35]([F:48])([F:47])[F:34])(=[O:38])=[O:37])(=[O:38])=[O:37].[OH-].[Na+], predict the reaction product. The product is: [CH2:1]([C:5]12[CH2:17][CH2:16][C:15](=[O:18])[C:14]([C:19]3[CH:24]=[CH:23][C:22]([O:25][S:36]([C:35]([F:48])([F:47])[F:34])(=[O:38])=[O:37])=[CH:21][CH:20]=3)=[C:13]1[C:12]1[C:7](=[CH:8][C:9]([O:26][CH3:27])=[CH:10][CH:11]=1)[CH2:6]2)[CH2:2][CH2:3][CH3:4]. (5) Given the reactants [CH3:1][C@H:2]1[C:13](=[O:14])[O:12][CH2:11][C@@H:10]([C:15]2[CH:20]=[CH:19][CH:18]=[CH:17][CH:16]=2)[NH:9][C:8](=[O:21])[C@H:7]([NH:22]C(=O)OCC2C3C=CC=CC=3C3C2=CC=CC=3)[CH2:6][CH:5]=[CH:4][CH2:3]1.N1CCCCC1, predict the reaction product. The product is: [NH2:22][C@@H:7]1[CH2:6][CH:5]=[CH:4][CH2:3][C@@H:2]([CH3:1])[C:13](=[O:14])[O:12][CH2:11][C@@H:10]([C:15]2[CH:20]=[CH:19][CH:18]=[CH:17][CH:16]=2)[NH:9][C:8]1=[O:21]. (6) The product is: [F:1][C:2]1[CH:3]=[C:4]([C:9]2[O:10][C:11]3[CH:17]=[C:16]([O:18][CH2:19][C@@H:20]([NH:22][C:23](=[O:25])[CH3:24])[CH3:21])[CH:15]=[CH:14][C:12]=3[N:13]=2)[CH:5]=[CH:6][C:7]=1[O:8][CH2:29][CH2:28][C:27]([F:32])([F:31])[F:26]. Given the reactants [F:1][C:2]1[CH:3]=[C:4]([C:9]2[O:10][C:11]3[CH:17]=[C:16]([O:18][CH2:19][C@@H:20]([NH:22][C:23](=[O:25])[CH3:24])[CH3:21])[CH:15]=[CH:14][C:12]=3[N:13]=2)[CH:5]=[CH:6][C:7]=1[OH:8].[F:26][C:27]([F:32])([F:31])[CH2:28][CH2:29]I, predict the reaction product. (7) Given the reactants [CH2:1]([O:3][C:4]1[C:5](/[C:18](/[CH2:23][CH3:24])=[C:19](/[F:22])\[CH2:20][OH:21])=[CH:6][C:7]2[C:8]([CH3:17])([CH3:16])[CH2:9][CH2:10][C:11]([CH3:15])([CH3:14])[C:12]=2[CH:13]=1)[CH3:2].ClCCl.C([N+](CCC)(CCC)CCC)CC.C[N+]1([O-])CCOCC1, predict the reaction product. The product is: [CH2:1]([O:3][C:4]1[C:5](/[C:18](/[CH2:23][CH3:24])=[C:19](/[F:22])\[CH:20]=[O:21])=[CH:6][C:7]2[C:8]([CH3:17])([CH3:16])[CH2:9][CH2:10][C:11]([CH3:14])([CH3:15])[C:12]=2[CH:13]=1)[CH3:2]. (8) Given the reactants C(O)(C(F)(F)F)=O.[Br:8][C:9]1[CH:18]=[N:17][C:16]2[N:15]=[C:14]([N:19]3[CH2:22][CH:21]([N:23](C)[C:24](=O)OC(C)(C)C)[CH2:20]3)[N:13]3[N:32]=[CH:33][CH:34]=[C:12]3[C:11]=2[CH:10]=1, predict the reaction product. The product is: [Br:8][C:9]1[CH:18]=[N:17][C:16]2[N:15]=[C:14]([N:19]3[CH2:22][CH:21]([NH:23][CH3:24])[CH2:20]3)[N:13]3[N:32]=[CH:33][CH:34]=[C:12]3[C:11]=2[CH:10]=1.